Dataset: Reaction yield outcomes from USPTO patents with 853,638 reactions. Task: Predict the reaction yield, written as a fraction of the theoretical maximum amount of product (1.0 means a 100% yield; for example, 0.34 means a 34% yield). (1) The reactants are [Cl:1][C:2]1[CH:8]=[C:7]([O:9][CH3:10])[C:6]([CH3:11])=[CH:5][C:3]=1[NH2:4].[C:12](Cl)(Cl)=[O:13]. The catalyst is CCOC(C)=O. The product is [Cl:1][C:2]1[CH:8]=[C:7]([O:9][CH3:10])[C:6]([CH3:11])=[CH:5][C:3]=1[N:4]=[C:12]=[O:13]. The yield is 0.980. (2) The reactants are [N:1]1[CH:6]=[CH:5][CH:4]=[C:3]([CH2:7][C:8]#[N:9])[CH:2]=1.[OH-].[NH4+].[H][H]. The catalyst is [Ni].CO. The product is [N:1]1[CH:6]=[CH:5][CH:4]=[C:3]([CH2:7][CH2:8][NH2:9])[CH:2]=1. The yield is 0.450. (3) The reactants are [Cl:1][C:2]1[CH:7]=[CH:6][C:5]([S:8]([N:11]([C:15]2[C:16]([C:22](=[O:33])[C:23]3[CH:28]=[C:27]([N+:29]([O-:31])=[O:30])[CH:26]=[CH:25][C:24]=3[Cl:32])=[N:17][CH:18]=[C:19]([CH3:21])[CH:20]=2)COC)(=[O:10])=[O:9])=[CH:4][C:3]=1[C:34]([F:37])([F:36])[F:35].O. The catalyst is Cl.O1CCOCC1. The product is [Cl:1][C:2]1[CH:7]=[CH:6][C:5]([S:8]([NH:11][C:15]2[C:16]([C:22](=[O:33])[C:23]3[CH:28]=[C:27]([N+:29]([O-:31])=[O:30])[CH:26]=[CH:25][C:24]=3[Cl:32])=[N:17][CH:18]=[C:19]([CH3:21])[CH:20]=2)(=[O:9])=[O:10])=[CH:4][C:3]=1[C:34]([F:37])([F:35])[F:36]. The yield is 0.640. (4) The reactants are [H-].[Na+].CS(C)=O.[NH2:7][C:8]1[CH:13]=[CH:12][C:11]([OH:14])=[CH:10][C:9]=1[O:15][CH3:16].Cl[C:18]1[C:27]2[C:22](=[CH:23][C:24]([O:30][CH3:31])=[C:25]([O:28][CH3:29])[CH:26]=2)[N:21]=[CH:20][N:19]=1. The catalyst is O. The product is [CH3:29][O:28][C:25]1[CH:26]=[C:27]2[C:22](=[CH:23][C:24]=1[O:30][CH3:31])[N:21]=[CH:20][N:19]=[C:18]2[O:14][C:11]1[CH:12]=[CH:13][C:8]([NH2:7])=[C:9]([O:15][CH3:16])[CH:10]=1. The yield is 0.720. (5) The reactants are [CH3:1][C:2]1[S:3][C:4]([C:8]([OH:10])=O)=[C:5]([CH3:7])[N:6]=1.[NH2:11][C:12]1[CH:13]=[C:14]([CH:31]=[CH:32][CH:33]=1)[O:15][C:16]1[CH:17]=[CH:18][C:19]2[N:20]([CH:22]=[C:23]([NH:25][C:26]([CH:28]3[CH2:30][CH2:29]3)=[O:27])[N:24]=2)[N:21]=1.ON1C2C=CC=CC=2N=N1.Cl.C(N=C=NCCCN(C)C)C.C(N(CC)CC)C. The catalyst is CN(C)C=O. The product is [CH:28]1([C:26]([NH:25][C:23]2[N:24]=[C:19]3[CH:18]=[CH:17][C:16]([O:15][C:14]4[CH:13]=[C:12]([NH:11][C:8]([C:4]5[S:3][C:2]([CH3:1])=[N:6][C:5]=5[CH3:7])=[O:10])[CH:33]=[CH:32][CH:31]=4)=[N:21][N:20]3[CH:22]=2)=[O:27])[CH2:29][CH2:30]1. The yield is 0.710. (6) The product is [NH2:1][C:2]1[C:3]2[C:11](=[O:12])[CH:10]=[CH:9][N:8]([CH:13]([C:15]3[C:16]([O:25][CH2:26][CH3:27])=[C:17]([C:35]4[CH:34]=[CH:33][C:32]([C:30]([N:29]([CH3:41])[CH3:28])=[O:31])=[N:37][CH:36]=4)[C:18]([C:19]#[N:20])=[C:21]([Cl:23])[CH:22]=3)[CH3:14])[C:4]=2[N:5]=[CH:6][N:7]=1. No catalyst specified. The reactants are [NH2:1][C:2]1[C:3]2[C:11](=[O:12])[CH:10]=[CH:9][N:8]([CH:13]([C:15]3[CH:22]=[C:21]([Cl:23])[C:18]([C:19]#[N:20])=[C:17](Br)[C:16]=3[O:25][CH2:26][CH3:27])[CH3:14])[C:4]=2[N:5]=[CH:6][N:7]=1.[CH3:28][N:29]([CH3:41])[C:30]([C:32]1[N:37]=[CH:36][C:35](B(O)O)=[CH:34][CH:33]=1)=[O:31].C(#N)C.C(=O)([O-])[O-].[Na+].[Na+].O.ClCCl. The yield is 0.200.